Dataset: Forward reaction prediction with 1.9M reactions from USPTO patents (1976-2016). Task: Predict the product of the given reaction. (1) Given the reactants [CH3:1][C:2]1[CH:7]=[C:6]([CH3:8])[N:5]=[C:4]([C:9](=[N:11][OH:12])[CH3:10])[CH:3]=1.[H-].[Na+].Br[CH2:16][C:17]1[C:18]([O:25][CH3:26])=[N:19][CH:20]=[CH:21][C:22]=1[O:23][CH3:24], predict the reaction product. The product is: [CH3:26][O:25][C:18]1[C:17]([CH2:16][O:12][N:11]=[C:9]([C:4]2[CH:3]=[C:2]([CH3:1])[CH:7]=[C:6]([CH3:8])[N:5]=2)[CH3:10])=[C:22]([O:23][CH3:24])[CH:21]=[CH:20][N:19]=1. (2) Given the reactants [OH:1][C:2]1[CH:10]=[CH:9][C:5]([C:6]([OH:8])=[O:7])=[CH:4][N:3]=1.Cl.C(=O)(O)[O-].[Na+].[CH2:17](O)[CH3:18], predict the reaction product. The product is: [CH2:17]([O:7][C:6]([C:5]1[CH:9]=[CH:10][C:2](=[O:1])[NH:3][CH:4]=1)=[O:8])[CH3:18].